This data is from Serine/threonine kinase 33 screen with 319,792 compounds. The task is: Binary Classification. Given a drug SMILES string, predict its activity (active/inactive) in a high-throughput screening assay against a specified biological target. (1) The molecule is O=C(N1CC(Nc2cc3OCCOc3cc2)CCC1)c1cc(ccc1)C(OC)=O. The result is 0 (inactive). (2) The compound is S(=O)(=O)(c1cc2CCN(c2cc1)C(=O)CC)CCC(=O)Nc1cc(OC)c(OC)cc1. The result is 0 (inactive). (3) The molecule is S1\C(C(=O)N(NC(=O)c2cc(O)ccc2)C1=S)=C/C(=C\c1ccccc1)C. The result is 0 (inactive). (4) The drug is OC(=O)C1N(CCC1)C(=O)c1ccc(OCCC(C)C)cc1. The result is 0 (inactive). (5) The compound is Clc1cc(F)c(NC(=O)C2CC2)cc1. The result is 0 (inactive). (6) The drug is OC(=O)C1CCN(CC1)C(=O)COc1c(c2oc(=O)c(c(c2cc1)C)C)C. The result is 0 (inactive).